Dataset: Forward reaction prediction with 1.9M reactions from USPTO patents (1976-2016). Task: Predict the product of the given reaction. (1) Given the reactants [O:1]1[C:5]([C:6]2[CH:13]=[CH:12][C:9]([CH:10]=O)=[CH:8][CH:7]=2)=[N:4][CH:3]=[N:2]1.N1(C2C=C[C:22]([CH:23]=[O:24])=CC=2)C=CC=N1, predict the reaction product. The product is: [O:1]1[C:5]([C:6]2[CH:13]=[CH:12][C:9](/[CH:10]=[CH:22]/[CH:23]=[O:24])=[CH:8][CH:7]=2)=[N:4][CH:3]=[N:2]1. (2) Given the reactants [Br:1][C:2]1[C:3](F)=[C:4]2[C:10]([NH:11][C:12]([C:14]3([CH3:17])[CH2:16][CH2:15]3)=[O:13])=[CH:9][NH:8][C:5]2=[N:6][CH:7]=1.[NH:19]1[CH2:24][CH2:23][CH2:22][C@@H:21]([NH:25][C:26](=[O:32])[O:27][C:28]([CH3:31])([CH3:30])[CH3:29])[CH2:20]1, predict the reaction product. The product is: [Br:1][C:2]1[C:3]([N:19]2[CH2:24][CH2:23][CH2:22][C@@H:21]([NH:25][C:26](=[O:32])[O:27][C:28]([CH3:30])([CH3:29])[CH3:31])[CH2:20]2)=[C:4]2[C:10]([NH:11][C:12]([C:14]3([CH3:17])[CH2:16][CH2:15]3)=[O:13])=[CH:9][NH:8][C:5]2=[N:6][CH:7]=1. (3) Given the reactants C([N:3](CC)CC)C.[F:8][C:9]1[CH:10]=[C:11]([S:16][C:17]2C=[C:19]3[C:25]([NH:26][C:27](=[O:59])[C:28]4[CH:33]=[CH:32][C:31]([N:34]5[CH2:38][CH2:37][C@H:36]([NH:39]C(=O)C(F)(F)F)[CH2:35]5)=[CH:30][C:29]=4[N:46]([CH:53]4[CH2:58][CH2:57][O:56][CH2:55][CH2:54]4)C(=O)C(F)(F)F)=[N:24][NH:23][C:20]3=[N:21][CH:22]=2)[CH:12]=[C:13]([F:15])[CH:14]=1.C(O)CCC.C(=O)([O-])[O-].[K+].[K+], predict the reaction product. The product is: [NH2:39][C@H:36]1[CH2:37][CH2:38][N:34]([C:31]2[CH:32]=[CH:33][C:28]([C:27]([NH:26][C:25]3[C:19]4[C:20](=[N:21][CH:22]=[C:17]([S:16][C:11]5[CH:10]=[C:9]([F:8])[CH:14]=[C:13]([F:15])[CH:12]=5)[N:3]=4)[NH:23][N:24]=3)=[O:59])=[C:29]([NH:46][CH:53]3[CH2:58][CH2:57][O:56][CH2:55][CH2:54]3)[CH:30]=2)[CH2:35]1. (4) Given the reactants [OH:1][C:2]12[C:23]3[C:18](=[CH:19][CH:20]=[CH:21][CH:22]=3)[C:17](=[O:24])[C:3]1(O)[C:4]1[C:9]([O:10]2)=[C:8]([CH:11]([CH3:13])[CH3:12])[CH:7]=[C:6]([CH:14]([CH3:16])[CH3:15])[CH:5]=1.C(Cl)(=O)C([Cl:29])=O, predict the reaction product. The product is: [Cl:29][C:3]12[C:17](=[O:24])[C:18]3[C:23](=[CH:22][CH:21]=[CH:20][CH:19]=3)[C:2]1([OH:1])[O:10][C:9]1[C:4]2=[CH:5][C:6]([CH:14]([CH3:15])[CH3:16])=[CH:7][C:8]=1[CH:11]([CH3:12])[CH3:13]. (5) Given the reactants [C:1]([NH:4][C:5]1[C:13]2[S:12][C:11]([NH2:14])=[N:10][C:9]=2[C:8]([O:15][CH3:16])=[CH:7][CH:6]=1)(=[O:3])[CH3:2].[F:17][C:18]1[CH:26]=[CH:25][C:21]([C:22](Cl)=[O:23])=[CH:20][CH:19]=1, predict the reaction product. The product is: [C:1]([NH:4][C:5]1[C:13]2[S:12][C:11]([NH:14][C:22](=[O:23])[C:21]3[CH:25]=[CH:26][C:18]([F:17])=[CH:19][CH:20]=3)=[N:10][C:9]=2[C:8]([O:15][CH3:16])=[CH:7][CH:6]=1)(=[O:3])[CH3:2]. (6) The product is: [CH3:4][CH3:5].[CH2:4]([Br:3])[CH3:5].[Br:3][CH:4]([Br:6])[CH3:5]. Given the reactants CC.[Br:3][CH:4]([Br:6])[CH3:5], predict the reaction product. (7) Given the reactants [Br:1]Br.[Br:3][C:4]1[C:5](N)=[N:6][CH:7]=[CH:8][C:9]=1[CH3:10].N([O-])=O.[Na+], predict the reaction product. The product is: [Br:1][C:5]1[C:4]([Br:3])=[C:9]([CH3:10])[CH:8]=[CH:7][N:6]=1.